This data is from NCI-60 drug combinations with 297,098 pairs across 59 cell lines. The task is: Regression. Given two drug SMILES strings and cell line genomic features, predict the synergy score measuring deviation from expected non-interaction effect. (1) Drug 1: CC1OCC2C(O1)C(C(C(O2)OC3C4COC(=O)C4C(C5=CC6=C(C=C35)OCO6)C7=CC(=C(C(=C7)OC)O)OC)O)O. Drug 2: CCCCC(=O)OCC(=O)C1(CC(C2=C(C1)C(=C3C(=C2O)C(=O)C4=C(C3=O)C=CC=C4OC)O)OC5CC(C(C(O5)C)O)NC(=O)C(F)(F)F)O. Cell line: MALME-3M. Synergy scores: CSS=3.01, Synergy_ZIP=-2.76, Synergy_Bliss=-1.43, Synergy_Loewe=-2.54, Synergy_HSA=-1.75. (2) Cell line: SK-OV-3. Drug 2: CC1CCCC2(C(O2)CC(NC(=O)CC(C(C(=O)C(C1O)C)(C)C)O)C(=CC3=CSC(=N3)C)C)C. Drug 1: C(CN)CNCCSP(=O)(O)O. Synergy scores: CSS=37.9, Synergy_ZIP=0.538, Synergy_Bliss=-0.614, Synergy_Loewe=-33.1, Synergy_HSA=0.983. (3) Drug 1: C1C(C(OC1N2C=NC3=C(N=C(N=C32)Cl)N)CO)O. Drug 2: C1CN(P(=O)(OC1)NCCCl)CCCl. Cell line: SK-MEL-28. Synergy scores: CSS=21.2, Synergy_ZIP=-6.75, Synergy_Bliss=-2.74, Synergy_Loewe=-33.6, Synergy_HSA=-3.96. (4) Drug 1: C1CC(=O)NC(=O)C1N2CC3=C(C2=O)C=CC=C3N. Drug 2: CC1C(C(CC(O1)OC2CC(CC3=C2C(=C4C(=C3O)C(=O)C5=C(C4=O)C(=CC=C5)OC)O)(C(=O)C)O)N)O.Cl. Cell line: MDA-MB-231. Synergy scores: CSS=21.9, Synergy_ZIP=-5.83, Synergy_Bliss=2.51, Synergy_Loewe=2.23, Synergy_HSA=2.51.